This data is from Forward reaction prediction with 1.9M reactions from USPTO patents (1976-2016). The task is: Predict the product of the given reaction. (1) Given the reactants [Sn].[CH3:2][N:3]([CH3:26])[C:4]1([C:20]2[CH:25]=[CH:24][CH:23]=[CH:22][CH:21]=2)[CH2:9][CH2:8][C:7]([C:10]2[NH:18][C:17]3[CH:16]=[CH:15][N:14]=[CH:13][C:12]=3[C:11]=2[CH3:19])=[CH:6][CH2:5]1, predict the reaction product. The product is: [CH3:26][N:3]([CH3:2])[C:4]1([C:20]2[CH:21]=[CH:22][CH:23]=[CH:24][CH:25]=2)[CH2:5][CH2:6][CH:7]([C:10]2[NH:18][C:17]3[CH:16]=[CH:15][N:14]=[CH:13][C:12]=3[C:11]=2[CH3:19])[CH2:8][CH2:9]1. (2) Given the reactants [C:1]([C:4]1[C:12]2[C:7](=[CH:8][CH:9]=[C:10]([NH:13][C:14]3[N:15]=[N:16][CH:17]=[CH:18][CH:19]=3)[CH:11]=2)[N:6]([CH2:20][C:21]([O:23]C(C)(C)C)=[O:22])[N:5]=1)(=[O:3])[NH2:2], predict the reaction product. The product is: [C:1]([C:4]1[C:12]2[C:7](=[CH:8][CH:9]=[C:10]([NH:13][C:14]3[N:15]=[N:16][CH:17]=[CH:18][CH:19]=3)[CH:11]=2)[N:6]([CH2:20][C:21]([OH:23])=[O:22])[N:5]=1)(=[O:3])[NH2:2]. (3) Given the reactants [OH:1][CH:2]([CH3:43])[C:3]([CH3:42])([CH3:41])[O:4][C:5]1[CH:10]=[CH:9][C:8]([N:11]2[C:16](=[O:17])[C:15]([CH2:18][C:19]3[CH:24]=[CH:23][C:22]([C:25]4[CH:30]=[CH:29][CH:28]=[CH:27][C:26]=4[C:31]4[NH:35][C:34](=[O:36])[O:33][N:32]=4)=[CH:21][CH:20]=3)=[C:14]([CH2:37][CH2:38][CH3:39])[N:13]=[C:12]2[CH3:40])=[CH:7][CH:6]=1.CC(OI1(OC(C)=O)(OC(C)=O)OC(=O)C2C1=CC=CC=2)=O.C(OCC)(=O)C.S([O-])([O-])(=O)=S.[Na+].[Na+], predict the reaction product. The product is: [CH3:41][C:3]([CH3:42])([O:4][C:5]1[CH:6]=[CH:7][C:8]([N:11]2[C:16](=[O:17])[C:15]([CH2:18][C:19]3[CH:24]=[CH:23][C:22]([C:25]4[CH:30]=[CH:29][CH:28]=[CH:27][C:26]=4[C:31]4[NH:35][C:34](=[O:36])[O:33][N:32]=4)=[CH:21][CH:20]=3)=[C:14]([CH2:37][CH2:38][CH3:39])[N:13]=[C:12]2[CH3:40])=[CH:9][CH:10]=1)[C:2](=[O:1])[CH3:43]. (4) Given the reactants C[O:2][C:3]1[CH:4]=[C:5]([CH:24]=[CH:25][CH:26]=1)[O:6][C:7]1[CH:23]=[CH:22][C:10]2[S:11][C:12]([C:15]3[CH:20]=[CH:19][N:18]=[C:17]([NH2:21])[N:16]=3)=[C:13]([CH3:14])[C:9]=2[CH:8]=1.B(Br)(Br)Br, predict the reaction product. The product is: [NH2:21][C:17]1[N:16]=[C:15]([C:12]2[S:11][C:10]3[CH:22]=[CH:23][C:7]([O:6][C:5]4[CH:4]=[C:3]([OH:2])[CH:26]=[CH:25][CH:24]=4)=[CH:8][C:9]=3[C:13]=2[CH3:14])[CH:20]=[CH:19][N:18]=1. (5) Given the reactants C1(P(C2C=CC=CC=2)C2C=CC=CC=2)C=CC=CC=1.N1C=CN=C1.[I:25]I.[N+:27]([C:30]1[CH:35]=[CH:34][C:33]([CH2:36][CH2:37]O)=[CH:32][CH:31]=1)([O-:29])=[O:28], predict the reaction product. The product is: [I:25][CH2:37][CH2:36][C:33]1[CH:34]=[CH:35][C:30]([N+:27]([O-:29])=[O:28])=[CH:31][CH:32]=1. (6) The product is: [Cl:12][C:13]1[CH:14]=[C:15]([CH2:28][OH:29])[C:16]2[O:20][C:19]([C:21]3[CH:22]=[N:23][CH:24]=[CH:25][CH:26]=3)=[CH:18][C:17]=2[CH:27]=1. Given the reactants [H-].[Al+3].[Li+].[H-].[H-].[H-].C1COCC1.[Cl:12][C:13]1[CH:14]=[C:15]([C:28](OC)=[O:29])[C:16]2[O:20][C:19]([C:21]3[CH:22]=[N:23][CH:24]=[CH:25][CH:26]=3)=[CH:18][C:17]=2[CH:27]=1, predict the reaction product.